Task: Predict the product of the given reaction.. Dataset: Forward reaction prediction with 1.9M reactions from USPTO patents (1976-2016) (1) Given the reactants [CH:1](=O)[C:2]1[CH:7]=[CH:6][CH:5]=[CH:4][CH:3]=1.[C:9](#[N:13])[CH2:10][C:11]#[N:12].C(N(CC)CC)C.[CH3:21][O:22][C:23]1[CH:28]=[CH:27][C:26]([C:29]2[CH2:33][C:32](=[O:34])[N:31]([C:35]3[CH:40]=[CH:39][CH:38]=[CH:37][CH:36]=3)[N:30]=2)=[CH:25][CH:24]=1, predict the reaction product. The product is: [NH2:12][C:11]1[O:34][C:32]2[N:31]([C:35]3[CH:40]=[CH:39][CH:38]=[CH:37][CH:36]=3)[N:30]=[C:29]([C:26]3[CH:25]=[CH:24][C:23]([O:22][CH3:21])=[CH:28][CH:27]=3)[C:33]=2[CH:1]([C:2]2[CH:7]=[CH:6][CH:5]=[CH:4][CH:3]=2)[C:10]=1[C:9]#[N:13]. (2) Given the reactants [C:1]([O:7][C:8]([CH3:11])([CH3:10])[CH3:9])(=[O:6])[CH2:2][C:3]([CH3:5])=O.[CH3:12]OC(OC)N(C)C.CC1C=CC(S(O)(=O)=O)=CC=1.Cl.[Cl:32][C:33]1[CH:34]=[C:35]([NH:40][NH2:41])[CH:36]=[CH:37][C:38]=1[F:39], predict the reaction product. The product is: [C:8]([O:7][C:1]([C:2]1[CH:12]=[N:41][N:40]([C:35]2[CH:36]=[CH:37][C:38]([F:39])=[C:33]([Cl:32])[CH:34]=2)[C:3]=1[CH3:5])=[O:6])([CH3:11])([CH3:10])[CH3:9].